Dataset: Reaction yield outcomes from USPTO patents with 853,638 reactions. Task: Predict the reaction yield, written as a fraction of the theoretical maximum amount of product (1.0 means a 100% yield; for example, 0.34 means a 34% yield). (1) The reactants are C[O:2][CH:3](OC)[C:4]1[NH:5][C:6]([CH3:13])=[C:7]([C:9]([F:12])([F:11])[F:10])[N:8]=1.S(=O)(=O)(O)O. No catalyst specified. The product is [CH3:13][C:6]1[NH:5][C:4]([CH:3]=[O:2])=[N:8][C:7]=1[C:9]([F:12])([F:10])[F:11]. The yield is 0.0790. (2) The reactants are [CH3:1][O:2][C:3]1[CH:4]=[C:5]2[C:10](=[CH:11][C:12]=1[O:13][CH3:14])[N:9]=[CH:8][CH:7]=[C:6]2[O:15][C:16]1[CH:22]=[CH:21][C:19]([NH2:20])=[C:18]([CH3:23])[C:17]=1[CH3:24].C1(C)C=CC=CC=1.C(N(CC)CC)C.Cl[C:40](Cl)([O:42]C(=O)OC(Cl)(Cl)Cl)Cl.[F:51][C:52]1[CH:60]=[CH:59][CH:58]=[CH:57][C:53]=1[CH:54]([OH:56])[CH3:55]. The catalyst is C(Cl)Cl. The product is [CH3:1][O:2][C:3]1[CH:4]=[C:5]2[C:10](=[CH:11][C:12]=1[O:13][CH3:14])[N:9]=[CH:8][CH:7]=[C:6]2[O:15][C:16]1[CH:22]=[CH:21][C:19]([NH:20][C:40](=[O:42])[O:56][CH:54]([C:53]2[CH:57]=[CH:58][CH:59]=[CH:60][C:52]=2[F:51])[CH3:55])=[C:18]([CH3:23])[C:17]=1[CH3:24]. The yield is 0.730. (3) The reactants are C[O:2][C:3]([C@@H:5]1[CH2:8][CH2:7][N:6]1[C:9]1[C:18]([N+:19]([O-])=O)=[CH:17][C:12]([C:13]([O:15][CH3:16])=[O:14])=[CH:11][N:10]=1)=O.P(OC1C=CC=CC=1)(OC1C=CC=CC=1)OC1C=CC=CC=1. The catalyst is ClCCl.[NH4+].[O-][V](=O)=O.[Pt]. The product is [O:2]=[C:3]1[NH:19][C:18]2[CH:17]=[C:12]([C:13]([O:15][CH3:16])=[O:14])[CH:11]=[N:10][C:9]=2[N:6]2[CH2:7][CH2:8][C@@H:5]12. The yield is 0.820. (4) The reactants are [OH:1][C:2]1[CH:7]=[CH:6][C:5]([CH2:8][C:9]([OH:11])=[O:10])=[CH:4][CH:3]=1.C1C=CC2N(O)N=NC=2C=1.C(Cl)CCl.O[N:27]1[C:31](=[O:32])[CH2:30][CH2:29][C:28]1=[O:33]. The catalyst is CN(C=O)C.C(OCC)(=O)C. The product is [C:28]1(=[O:33])[N:27]([O:10][C:9](=[O:11])[CH2:8][C:5]2[CH:4]=[CH:3][C:2]([OH:1])=[CH:7][CH:6]=2)[C:31](=[O:32])[CH2:30][CH2:29]1. The yield is 0.780.